The task is: Predict the product of the given reaction.. This data is from Forward reaction prediction with 1.9M reactions from USPTO patents (1976-2016). Given the reactants Cl[CH2:2][C:3]([NH:5][CH2:6][CH2:7][CH:8]([C:15]1[CH:20]=[CH:19][CH:18]=[CH:17][CH:16]=1)[C:9]1[CH:14]=[CH:13][CH:12]=[CH:11][CH:10]=1)=[O:4].[CH:21]1([NH:27][CH3:28])[CH2:26][CH2:25][CH2:24][CH2:23][CH2:22]1.[Na+].[I-].C([O-])([O-])=O.[K+].[K+], predict the reaction product. The product is: [CH:21]1([N:27]([CH3:28])[CH2:2][C:3]([NH:5][CH2:6][CH2:7][CH:8]([C:15]2[CH:20]=[CH:19][CH:18]=[CH:17][CH:16]=2)[C:9]2[CH:14]=[CH:13][CH:12]=[CH:11][CH:10]=2)=[O:4])[CH2:26][CH2:25][CH2:24][CH2:23][CH2:22]1.